This data is from Forward reaction prediction with 1.9M reactions from USPTO patents (1976-2016). The task is: Predict the product of the given reaction. Given the reactants [F:1][C:2]([F:25])([F:24])[C@@H:3]([OH:23])[CH2:4][N:5]1[CH2:10][CH2:9][CH2:8][CH:7]([C:11]2[CH:16]=[CH:15][C:14]([F:17])=[C:13]([O:18][CH2:19][CH2:20][O:21][CH3:22])[CH:12]=2)[CH2:6]1.[Cl:26][C:27]1[CH:32]=[CH:31][C:30]([N:33]=[C:34]=[O:35])=[CH:29][CH:28]=1, predict the reaction product. The product is: [F:25][C:2]([F:1])([F:24])[C@@H:3]([O:23][C:34](=[O:35])[NH:33][C:30]1[CH:31]=[CH:32][C:27]([Cl:26])=[CH:28][CH:29]=1)[CH2:4][N:5]1[CH2:10][CH2:9][CH2:8][CH:7]([C:11]2[CH:16]=[CH:15][C:14]([F:17])=[C:13]([O:18][CH2:19][CH2:20][O:21][CH3:22])[CH:12]=2)[CH2:6]1.